This data is from Forward reaction prediction with 1.9M reactions from USPTO patents (1976-2016). The task is: Predict the product of the given reaction. (1) Given the reactants Cl[C:2]1[N:11]=[C:10]([NH:12][CH:13]([C:21]2[CH:26]=[CH:25][CH:24]=[CH:23][CH:22]=2)[CH2:14][C:15]2[CH:20]=[CH:19][CH:18]=[CH:17][CH:16]=2)[C:9]2[C:4](=[CH:5][CH:6]=[CH:7][CH:8]=2)[N:3]=1.[CH3:27][N:28]([CH3:38])[C:29]1[CH:34]=[CH:33][C:32](B(O)O)=[CH:31][CH:30]=1.C1(C(C2C=CC=CN=2)CNC2C3C(=CC=CC=3)N=C(C3C=CC(NS(C)(=O)=O)=CC=3)N=2)C=CC=CC=1, predict the reaction product. The product is: [CH3:27][N:28]([CH3:38])[C:29]1[CH:34]=[CH:33][C:32]([C:2]2[N:11]=[C:10]([NH:12][CH:13]([C:21]3[CH:26]=[CH:25][CH:24]=[CH:23][CH:22]=3)[CH2:14][C:15]3[CH:20]=[CH:19][CH:18]=[CH:17][CH:16]=3)[C:9]3[C:4](=[CH:5][CH:6]=[CH:7][CH:8]=3)[N:3]=2)=[CH:31][CH:30]=1. (2) Given the reactants [O-]P(OP([O-])([O-])=O)(=O)[O-].C1C(=O)NC(=O)N([C@@H]2O[C@H](COP([O:28][P:29]([O:32][C@H:33]3[O:38][C@H:37]([CH2:39][OH:40])[C@@H:36]([OH:41])[C@H:35]([OH:42])[C@H:34]3[OH:43])([OH:31])=[O:30])(O)=O)[C@@H](O)[C@H]2O)C=1.P(OC[C@H]1O[C@@H](N2C3N=CN=C(N)C=3N=C2)[C@H](O)[C@@H]1O)(OP(OP(O)(O)=O)(O)=O)(=O)O, predict the reaction product. The product is: [CH2:39]([OH:40])[C@H:37]1[O:38][CH:33]([O:32][P:29]([OH:31])([OH:30])=[O:28])[C@H:34]([OH:43])[C@@H:35]([OH:42])[C@@H:36]1[OH:41]. (3) Given the reactants [C:1]([O:5][C:6](=[O:14])[NH:7][CH:8]1[CH2:13][CH2:12][NH:11][CH2:10][CH2:9]1)([CH3:4])([CH3:3])[CH3:2].C(O)(=O)C.C(O[C:22]1(O[Si](C)(C)C)[CH2:24][CH2:23]1)C, predict the reaction product. The product is: [C:1]([O:5][C:6](=[O:14])[NH:7][CH:8]1[CH2:13][CH2:12][N:11]([CH:22]2[CH2:24][CH2:23]2)[CH2:10][CH2:9]1)([CH3:4])([CH3:2])[CH3:3].